Task: Predict the product of the given reaction.. Dataset: Forward reaction prediction with 1.9M reactions from USPTO patents (1976-2016) (1) Given the reactants [Si:1]([O:8][CH2:9][CH2:10][O:11][C:12]1[C:19]([CH3:20])=[CH:18][C:15]([CH:16]=O)=[CH:14][C:13]=1[CH3:21])([C:4]([CH3:7])([CH3:6])[CH3:5])([CH3:3])[CH3:2].[NH2:22][C:23]1[CH:31]=[CH:30][C:29]([Br:32])=[CH:28][C:24]=1[C:25]([NH2:27])=[O:26].OS([O-])=O.[Na+].CC1C=CC(S(O)(=O)=O)=CC=1, predict the reaction product. The product is: [Br:32][C:29]1[CH:28]=[C:24]2[C:23](=[CH:31][CH:30]=1)[N:22]=[C:16]([C:15]1[CH:18]=[C:19]([CH3:20])[C:12]([O:11][CH2:10][CH2:9][O:8][Si:1]([C:4]([CH3:7])([CH3:6])[CH3:5])([CH3:3])[CH3:2])=[C:13]([CH3:21])[CH:14]=1)[NH:27][C:25]2=[O:26]. (2) Given the reactants [C:1]([O:4][CH2:5][C:6]([CH3:36])([CH3:35])[CH2:7][N:8]1[C:14]2[CH:15]=[CH:16][C:17]([Cl:19])=[CH:18][C:13]=2[C@@H:12]([C:20]2[CH:25]=[CH:24][CH:23]=[C:22]([O:26][CH3:27])[C:21]=2[O:28][CH3:29])[O:11][C@H:10]([CH2:30][C:31](O)=[O:32])[C:9]1=[O:34])(=[O:3])[CH3:2].C(N(CC)CC)C.ClC(OCC(C)C)=O.Cl.[NH2:53][C:54]1[C:62]2[O:61][C:60]([C:63]([O:65][CH2:66][CH3:67])=[O:64])=[CH:59][C:58]=2[CH:57]=[C:56]([Cl:68])[CH:55]=1.N1C=CC=CC=1, predict the reaction product. The product is: [C:1]([O:4][CH2:5][C:6]([CH3:36])([CH3:35])[CH2:7][N:8]1[C:14]2[CH:15]=[CH:16][C:17]([Cl:19])=[CH:18][C:13]=2[C@@H:12]([C:20]2[CH:25]=[CH:24][CH:23]=[C:22]([O:26][CH3:27])[C:21]=2[O:28][CH3:29])[O:11][C@H:10]([CH2:30][C:31]([NH:53][C:54]2[C:62]3[O:61][C:60]([C:63]([O:65][CH2:66][CH3:67])=[O:64])=[CH:59][C:58]=3[CH:57]=[C:56]([Cl:68])[CH:55]=2)=[O:32])[C:9]1=[O:34])(=[O:3])[CH3:2]. (3) Given the reactants C([O:3][C:4](=O)/[CH:5]=[CH:6]/[CH:7]=[C:8]1[CH2:11][N:10]([C:12]([O:14][C:15]([CH3:18])([CH3:17])[CH3:16])=[O:13])[CH2:9]1)C.[H][H].[H-].[H-].[H-].[H-].[Li+].[Al+3].O, predict the reaction product. The product is: [OH:3][CH2:4][CH2:5][CH2:6][CH2:7][CH:8]1[CH2:9][N:10]([C:12]([O:14][C:15]([CH3:18])([CH3:17])[CH3:16])=[O:13])[CH2:11]1. (4) The product is: [CH3:1][S:2][C:3]1[CH:8]=[CH:7][C:6]([CH2:9][O:10][CH2:14][C:13]([O:16][CH3:17])=[O:15])=[CH:5][CH:4]=1. Given the reactants [CH3:1][S:2][C:3]1[CH:8]=[CH:7][C:6]([CH2:9][OH:10])=[CH:5][CH:4]=1.[H-].[Na+].[C:13]([O:16][CH2:17]Br)(=[O:15])[CH3:14], predict the reaction product. (5) Given the reactants Cl[C:2]1[N:3]=[C:4]([OH:12])[C:5]2[CH:11]=[CH:10][N:9]=[CH:8][C:6]=2[N:7]=1.[OH:13][C:14]1[CH:19]=[CH:18][C:17]([N:20]([CH3:32])[C:21]2[CH:26]=[CH:25][C:24]([CH:27]([CH3:31])[CH2:28][C:29]#[N:30])=[CH:23][CH:22]=2)=[CH:16][CH:15]=1, predict the reaction product. The product is: [OH:12][C:4]1[C:5]2[CH:11]=[CH:10][N:9]=[CH:8][C:6]=2[N:7]=[C:2]([O:13][C:14]2[CH:19]=[CH:18][C:17]([N:20]([CH3:32])[C:21]3[CH:26]=[CH:25][C:24]([CH:27]([CH3:31])[CH2:28][C:29]#[N:30])=[CH:23][CH:22]=3)=[CH:16][CH:15]=2)[N:3]=1. (6) Given the reactants O[CH2:2][CH2:3][CH:4]1[CH2:7][N:6]([C:8]([O:10][C:11]([CH3:14])([CH3:13])[CH3:12])=[O:9])[CH2:5]1.C1C=CC(P(C2C=CC=CC=2)C2C=CC=CC=2)=CC=1.N1C=CN=C1.[I:39]I, predict the reaction product. The product is: [I:39][CH2:2][CH2:3][CH:4]1[CH2:7][N:6]([C:8]([O:10][C:11]([CH3:14])([CH3:13])[CH3:12])=[O:9])[CH2:5]1. (7) Given the reactants [N+:1]([C:4]1[CH:5]=[C:6]2[C:10](=[CH:11][CH:12]=1)[NH:9][N:8]=[CH:7]2)([O-:3])=[O:2].C(=O)([O-])[O-].[K+].[K+].Cl[CH2:20][C:21]1[O:22][CH:23]=[CH:24][N:25]=1.[NH4+].[Cl-], predict the reaction product. The product is: [N+:1]([C:4]1[CH:5]=[C:6]2[C:10](=[CH:11][CH:12]=1)[N:9]([CH2:20][C:21]1[O:22][CH:23]=[CH:24][N:25]=1)[N:8]=[CH:7]2)([O-:3])=[O:2].